Dataset: Catalyst prediction with 721,799 reactions and 888 catalyst types from USPTO. Task: Predict which catalyst facilitates the given reaction. (1) Reactant: [C:1]([C:3]1[CH:8]=[CH:7][C:6]([C:9]2[CH:10]=[C:11]([O:26][CH2:27][C@@H:28]3[CH2:32][CH2:31][N:30](C(OC(C)(C)C)=O)[CH2:29]3)[C:12]3[N:13]([C:22](=[O:25])[NH:23][N:24]=3)[C:14]=2[C:15]2[CH:20]=[CH:19][C:18]([CH3:21])=[CH:17][CH:16]=2)=[CH:5][CH:4]=1)#[N:2].[C:40](=O)([O-])[O-].[K+].[K+].CI.FC(F)(F)C(O)=O. Product: [CH3:40][N:23]1[C:22](=[O:25])[N:13]2[C:14]([C:15]3[CH:16]=[CH:17][C:18]([CH3:21])=[CH:19][CH:20]=3)=[C:9]([C:6]3[CH:7]=[CH:8][C:3]([C:1]#[N:2])=[CH:4][CH:5]=3)[CH:10]=[C:11]([O:26][CH2:27][C@@H:28]3[CH2:32][CH2:31][NH:30][CH2:29]3)[C:12]2=[N:24]1. The catalyst class is: 454. (2) Reactant: [O:1]=[C:2]1[C:10]2[C:5](=[CH:6][CH:7]=[CH:8][CH:9]=2)[CH2:4][CH:3]1[CH2:11][C:12]([OH:14])=[O:13].S(=O)(=O)(O)O.[CH3:20]O. Product: [CH3:20][O:13][C:12](=[O:14])[CH2:11][CH:3]1[CH2:4][C:5]2[C:10](=[CH:9][CH:8]=[CH:7][CH:6]=2)[C:2]1=[O:1]. The catalyst class is: 6. (3) Reactant: [OH:1][C:2]1[CH:12]=[CH:11][C:5]([O:6][CH2:7][C:8]([OH:10])=[O:9])=[CH:4][CH:3]=1.[CH3:13][O:14][C:15](=[O:30])[CH:16]([NH:25][C:26](=[O:29])[CH2:27]O)[CH2:17][C:18]1[CH:23]=[CH:22][C:21]([OH:24])=[CH:20][CH:19]=1.C1(N=C=NC2CCCCC2)CCCCC1. Product: [CH3:13][O:14][C:15](=[O:30])[CH:16]([NH:25][C:26](=[O:29])[CH2:27][O:9][C:8](=[O:10])[CH2:7][O:6][C:5]1[CH:4]=[CH:3][C:2]([OH:1])=[CH:12][CH:11]=1)[CH2:17][C:18]1[CH:23]=[CH:22][C:21]([OH:24])=[CH:20][CH:19]=1. The catalyst class is: 4. (4) Reactant: [NH2:1][C:2]1[CH:7]=[CH:6][C:5]([C:8]2[C:16]3[C:15]([NH2:17])=[N:14][CH:13]=[N:12][C:11]=3[N:10]([CH:18]3[CH2:23][CH2:22][O:21][CH2:20][CH2:19]3)[CH:9]=2)=[CH:4][C:3]=1[O:24][CH3:25].N1C=CC=C[CH:27]=1.Cl.N1[CH:38]=[CH:37][CH:36]=[CH:35][C:34]=1[C:39](Cl)=[O:40]. Product: [NH2:17][C:15]1[C:16]2[C:8]([C:5]3[CH:6]=[CH:7][C:2]([NH:1][C:39](=[O:40])[C:34]4[CH:27]=[CH:38][CH:37]=[CH:36][CH:35]=4)=[C:3]([O:24][CH3:25])[CH:4]=3)=[CH:9][N:10]([CH:18]3[CH2:19][CH2:20][O:21][CH2:22][CH2:23]3)[C:11]=2[N:12]=[CH:13][N:14]=1. The catalyst class is: 4. (5) Reactant: C[O:2][C:3]1[CH:4]=[C:5]2[C:10](=[CH:11][CH:12]=1)[C:9]([O:13][C:14]1[CH:19]=[CH:18][C:17]([O:20][CH2:21][CH2:22][N:23]3[CH2:28][CH2:27][CH2:26][CH2:25][CH2:24]3)=[CH:16][CH:15]=1)=[C:8]([C:29]1[CH:30]=[C:31]([CH:37]=[CH:38][CH:39]=1)[C:32]([N:34]([CH3:36])[CH3:35])=[O:33])[CH:7]=[CH:6]2.[ClH:40]. Product: [ClH:40].[OH:2][C:3]1[CH:4]=[C:5]2[C:10](=[CH:11][CH:12]=1)[C:9]([O:13][C:14]1[CH:15]=[CH:16][C:17]([O:20][CH2:21][CH2:22][N:23]3[CH2:28][CH2:27][CH2:26][CH2:25][CH2:24]3)=[CH:18][CH:19]=1)=[C:8]([C:29]1[CH:30]=[C:31]([CH:37]=[CH:38][CH:39]=1)[C:32]([N:34]([CH3:35])[CH3:36])=[O:33])[CH:7]=[CH:6]2. The catalyst class is: 698. (6) Reactant: FC(F)(F)C(O)=O.[Cl:8][C:9]1[CH:10]=[C:11]([CH:15]2[C:19]([C:22]3[CH:27]=[CH:26][C:25]([Cl:28])=[CH:24][CH:23]=3)([C:20]#[N:21])[CH:18]([CH2:29][C:30]([CH3:33])([CH3:32])[CH3:31])[NH:17][CH:16]2[C:34]([OH:36])=O)[CH:12]=[CH:13][CH:14]=1.[NH2:37][CH2:38][CH2:39][CH2:40][OH:41].CN(C(ON1N=NC2C=CC=NC1=2)=[N+](C)C)C.F[P-](F)(F)(F)(F)F.CCN(C(C)C)C(C)C. Product: [OH:41][CH2:40][CH2:39][CH2:38][NH:37][C:34]([CH:16]1[CH:15]([C:11]2[CH:12]=[CH:13][CH:14]=[C:9]([Cl:8])[CH:10]=2)[C:19]([C:22]2[CH:23]=[CH:24][C:25]([Cl:28])=[CH:26][CH:27]=2)([C:20]#[N:21])[CH:18]([CH2:29][C:30]([CH3:32])([CH3:33])[CH3:31])[NH:17]1)=[O:36]. The catalyst class is: 2.